Dataset: Reaction yield outcomes from USPTO patents with 853,638 reactions. Task: Predict the reaction yield, written as a fraction of the theoretical maximum amount of product (1.0 means a 100% yield; for example, 0.34 means a 34% yield). (1) The reactants are C([O:8][C:9]([C@H:11]1[CH2:15][C:14]([F:17])([F:16])[CH2:13][N:12]1[C:18](=[O:48])[CH2:19][O:20][C:21]1[CH:26]=[CH:25][CH:24]=[CH:23][C:22]=1[O:27][CH2:28][C:29]([N:31]1[CH2:35][C:34]([F:37])([F:36])[CH2:33][C@@H:32]1[C:38]([O:40]CC1C=CC=CC=1)=[O:39])=[O:30])=[O:10])C1C=CC=CC=1. The catalyst is C(O)C.[Pd]. The product is [C:9]([C@H:11]1[CH2:15][C:14]([F:17])([F:16])[CH2:13][N:12]1[C:18](=[O:48])[CH2:19][O:20][C:21]1[CH:26]=[CH:25][CH:24]=[CH:23][C:22]=1[O:27][CH2:28][C:29]([N:31]1[CH2:35][C:34]([F:37])([F:36])[CH2:33][C@@H:32]1[C:38]([OH:40])=[O:39])=[O:30])([OH:10])=[O:8]. The yield is 0.940. (2) The reactants are [CH:1]([CH:3]([CH:9]=O)[C:4]([O:6][CH2:7][CH3:8])=[O:5])=O.[CH3:11][NH:12][NH2:13].NN. The catalyst is CCO. The product is [CH3:11][N:12]1[CH:9]=[C:3]([C:4]([O:6][CH2:7][CH3:8])=[O:5])[CH:1]=[N:13]1. The yield is 0.990. (3) The reactants are [Br:1][C:2]1[CH:18]=[CH:17][C:5]2[C:6]3[S:7][C:8]([C:14]([OH:16])=O)=[CH:9][C:10]=3[CH2:11][CH2:12][O:13][C:4]=2[CH:3]=1.[CH3:19][O:20][C:21](=[O:30])[C:22]1[CH:27]=[CH:26][C:25]([Cl:28])=[C:24]([NH2:29])[CH:23]=1.N1C=CC=CC=1. The catalyst is O=S(Cl)Cl.C1COCC1. The product is [Br:1][C:2]1[CH:18]=[CH:17][C:5]2[C:6]3[S:7][C:8]([C:14]([NH:29][C:24]4[CH:23]=[C:22]([CH:27]=[CH:26][C:25]=4[Cl:28])[C:21]([O:20][CH3:19])=[O:30])=[O:16])=[CH:9][C:10]=3[CH2:11][CH2:12][O:13][C:4]=2[CH:3]=1. The yield is 0.870. (4) The reactants are [Br:1][C:2]1[CH:3]=[C:4]2[C:9](=[CH:10][C:11]=1OC)[N:8]=[CH:7][NH:6][C:5]2=[O:14].[CH:15]([N:18](C(C)C)CC)([CH3:17])[CH3:16].O=P(Cl)(Cl)Cl.[CH:29](N)(C)C. The catalyst is ClCCCl. The product is [Br:1][C:2]1[CH:3]=[C:4]2[C:9](=[CH:10][CH:11]=1)[N:8]=[CH:7][NH:6][C:5]2([NH:18][CH:15]([CH3:17])[CH3:16])[O:14][CH3:29]. The yield is 0.460.